Dataset: Forward reaction prediction with 1.9M reactions from USPTO patents (1976-2016). Task: Predict the product of the given reaction. (1) Given the reactants [CH3:1][C:2]1[CH:3]=[C:4]([CH:9]=[CH:10][C:11]=1[N+:12]([O-])=O)[O:5][CH2:6][CH2:7][OH:8], predict the reaction product. The product is: [OH:8][CH2:7][CH2:6][O:5][C:4]1[CH:9]=[CH:10][C:11]([NH2:12])=[C:2]([CH3:1])[CH:3]=1. (2) The product is: [F:37][C:25]([F:24])([F:36])[C:26]1[CH:27]=[C:28]([S:32]([N:2]2[CH2:3][C@@H:4]3[C@@H:8]([NH:9][C:10](=[O:16])[O:11][C:12]([CH3:13])([CH3:15])[CH3:14])[CH2:7][CH2:6][C@@H:5]3[CH2:1]2)(=[O:33])=[O:34])[CH:29]=[CH:30][CH:31]=1. Given the reactants [CH2:1]1[C@H:5]2[CH2:6][CH2:7][C@H:8]([NH:9][C:10](=[O:16])[O:11][C:12]([CH3:15])([CH3:14])[CH3:13])[C@H:4]2[CH2:3][NH:2]1.C(N(CC)CC)C.[F:24][C:25]([F:37])([F:36])[C:26]1[CH:27]=[C:28]([S:32](Cl)(=[O:34])=[O:33])[CH:29]=[CH:30][CH:31]=1, predict the reaction product. (3) Given the reactants [CH2:1]([O:3][C:4](=O)[CH2:5][N:6]1[CH:10]([C:11]2[CH:16]=[CH:15][C:14]([F:17])=[CH:13][CH:12]=2)[CH:9]([C:18]2[CH:23]=[CH:22][CH:21]=[C:20]([C:24]([F:27])([F:26])[F:25])[CH:19]=2)[O:8][C:7]1=[O:28])[CH3:2].ClCC1OC=C[N:36]=1, predict the reaction product. The product is: [F:17][C:14]1[CH:13]=[CH:12][C:11]([CH:10]2[CH:9]([C:18]3[CH:23]=[CH:22][CH:21]=[C:20]([C:24]([F:26])([F:25])[F:27])[CH:19]=3)[O:8][C:7](=[O:28])[N:6]2[CH2:5][C:4]2[O:3][CH:1]=[CH:2][N:36]=2)=[CH:16][CH:15]=1. (4) Given the reactants [Cl:1][C:2]1[CH:7]=[CH:6][CH:5]=[CH:4][C:3]=1[NH:8][S:9]([C:12]1[CH:17]=[CH:16][C:15]([N+:18]([O-])=O)=[CH:14][CH:13]=1)(=[O:11])=[O:10], predict the reaction product. The product is: [NH2:18][C:15]1[CH:16]=[CH:17][C:12]([S:9]([NH:8][C:3]2[CH:4]=[CH:5][CH:6]=[CH:7][C:2]=2[Cl:1])(=[O:11])=[O:10])=[CH:13][CH:14]=1. (5) Given the reactants Cl[CH2:2][C:3]([C:5]1([C:9]2[CH:14]=[CH:13][CH:12]=[CH:11][C:10]=2[O:15][CH3:16])[CH2:8][CH2:7][CH2:6]1)=[O:4].[F-].[K+].[F:19][C:20]([F:36])([F:35])[C:21]1[CH:34]=[CH:33][C:24]([O:25][CH2:26][CH:27]2[CH2:32][CH2:31][CH2:30][NH:29][CH2:28]2)=[CH:23][CH:22]=1, predict the reaction product. The product is: [CH3:16][O:15][C:10]1[CH:11]=[CH:12][CH:13]=[CH:14][C:9]=1[C:5]1([C:3](=[O:4])[CH2:2][N:29]2[CH2:30][CH2:31][CH2:32][CH:27]([CH2:26][O:25][C:24]3[CH:33]=[CH:34][C:21]([C:20]([F:19])([F:35])[F:36])=[CH:22][CH:23]=3)[CH2:28]2)[CH2:8][CH2:7][CH2:6]1. (6) The product is: [CH2:24]([O:23][C:14]1[CH:13]=[C:12]2[C:17](=[C:16]3[CH2:18][C:19]([CH3:22])([CH3:21])[O:20][C:15]=13)[C:8]([C:6]1[CH:5]=[CH:4][C:3](/[CH:28]=[CH:29]/[C:30]([O:32][CH3:33])=[O:31])=[C:2]([NH:1][C:41]([C:36]3[CH:37]=[CH:38][CH:39]=[CH:40][N:35]=3)=[O:42])[CH:7]=1)=[N:9][C:10]([CH3:26])([CH3:27])[CH2:11]2)[CH3:25]. Given the reactants [NH2:1][C:2]1[CH:7]=[C:6]([C:8]2[C:17]3[C:12](=[CH:13][C:14]([O:23][CH2:24][CH3:25])=[C:15]4[O:20][C:19]([CH3:22])([CH3:21])[CH2:18][C:16]4=3)[CH2:11][C:10]([CH3:27])([CH3:26])[N:9]=2)[CH:5]=[CH:4][C:3]=1/[CH:28]=[CH:29]/[C:30]([O:32][CH3:33])=[O:31].Cl.[N:35]1[CH:40]=[CH:39][CH:38]=[CH:37][C:36]=1[C:41](Cl)=[O:42].C(=O)([O-])[O-].[K+].[K+], predict the reaction product.